This data is from Full USPTO retrosynthesis dataset with 1.9M reactions from patents (1976-2016). The task is: Predict the reactants needed to synthesize the given product. (1) The reactants are: [CH2:1]([C:3]1[CH:12]=[CH:11][C:6]([C:7]([O:9]C)=[O:8])=[C:5]([CH3:13])[CH:4]=1)[CH3:2]. Given the product [CH2:1]([C:3]1[CH:12]=[CH:11][C:6]([C:7]([OH:9])=[O:8])=[C:5]([CH3:13])[CH:4]=1)[CH3:2], predict the reactants needed to synthesize it. (2) Given the product [C:1]([O:5][C:6]([N:8]1[CH2:13][CH2:12][C:11]([F:14])([F:15])[CH:10]([CH2:16][O:17][C:27]2[N:26]=[N:25][C:24]([CH2:20][CH2:21][CH2:22][CH3:23])=[C:29]([C:30]3[CH:31]=[CH:32][C:33]([O:36][CH:37]4[CH2:42][CH2:41][CH2:40][CH2:39][CH2:38]4)=[CH:34][CH:35]=3)[CH:28]=2)[CH2:9]1)=[O:7])([CH3:4])([CH3:3])[CH3:2], predict the reactants needed to synthesize it. The reactants are: [C:1]([O:5][C:6]([N:8]1[CH2:13][CH2:12][C:11]([F:15])([F:14])[CH:10]([CH2:16][OH:17])[CH2:9]1)=[O:7])([CH3:4])([CH3:3])[CH3:2].[H-].[Na+].[CH2:20]([C:24]1[N:25]=[N:26][C:27](Cl)=[CH:28][C:29]=1[C:30]1[CH:35]=[CH:34][C:33]([O:36][CH:37]2[CH2:42][CH2:41][CH2:40][CH2:39][CH2:38]2)=[CH:32][CH:31]=1)[CH2:21][CH2:22][CH3:23]. (3) The reactants are: Br[C:2]1[CH:7]=[C:6]([Cl:8])[CH:5]=[C:4]([Br:9])[CH:3]=1.[C:10]([O:17][CH3:18])(=[O:16])[CH2:11][C:12]([O:14][CH3:15])=[O:13].[H-].[Na+].[NH4+].[OH-]. Given the product [CH3:15][O:14][C:12](=[O:13])[CH:11]([C:2]1[CH:7]=[C:6]([Cl:8])[CH:5]=[C:4]([Br:9])[CH:3]=1)[C:10]([O:17][CH3:18])=[O:16], predict the reactants needed to synthesize it. (4) Given the product [Cl:1][C:2]1[CH:3]=[CH:4][C:5]([C:9]2[O:10][CH:11]=[CH:12][N:13]=2)=[C:6]([O-:8])[CH:7]=1.[K+:20], predict the reactants needed to synthesize it. The reactants are: [Cl:1][C:2]1[CH:3]=[CH:4][C:5]([C:9]2[O:10][CH:11]=[CH:12][N:13]=2)=[C:6]([OH:8])[CH:7]=1.C(O)C.[O-]CC.[K+:20]. (5) Given the product [OH:1][C:2]1([C:30]2[CH:35]=[CH:34][CH:33]=[CH:32][N:31]=2)[CH2:3][CH2:4][CH:5]([N:8]([CH3:40])[C@H:9]2[CH2:13][CH2:12][N:11]([C:14](=[O:29])[CH2:15][NH:16][C:17](=[O:28])[C:18]3[CH:23]=[CH:22][CH:21]=[C:20]([C:24]([F:26])([F:27])[F:25])[CH:19]=3)[CH2:10]2)[CH2:6][CH2:7]1.[C:36]([OH:39])([C:24]([F:27])([F:26])[F:25])=[O:37], predict the reactants needed to synthesize it. The reactants are: [OH:1][C:2]1([C:30]2[CH:35]=[CH:34][CH:33]=[CH:32][N:31]=2)[CH2:7][CH2:6][CH:5]([NH:8][C@H:9]2[CH2:13][CH2:12][N:11]([C:14](=[O:29])[CH2:15][NH:16][C:17](=[O:28])[C:18]3[CH:23]=[CH:22][CH:21]=[C:20]([C:24]([F:27])([F:26])[F:25])[CH:19]=3)[CH2:10]2)[CH2:4][CH2:3]1.[CH2:36]=[O:37].[BH-](OC(C)=O)(OC(C)=O)[O:39][C:40](C)=O.[Na+]. (6) Given the product [C:1]12([C:11]3[CH:12]=[C:13]([C:21]4[CH:22]=[CH:23][C:24]([CH:27]5[O:31][CH2:30][CH2:29][O:28]5)=[CH:25][N:26]=4)[CH:14]=[C:15]([N+:18]([O-:20])=[O:19])[C:16]=3[OH:17])[CH2:10][CH:5]3[CH2:4][CH:3]([CH2:9][CH:7]([CH2:6]3)[CH2:8]1)[CH2:2]2, predict the reactants needed to synthesize it. The reactants are: [C:1]12([C:11]3[CH:12]=[C:13]([C:21]4[N:26]=[CH:25][C:24]([CH:27]=[O:28])=[CH:23][CH:22]=4)[CH:14]=[C:15]([N+:18]([O-:20])=[O:19])[C:16]=3[OH:17])[CH2:10][CH:5]3[CH2:6][CH:7]([CH2:9][CH:3]([CH2:4]3)[CH2:2]1)[CH2:8]2.[CH2:29](O)[CH2:30][OH:31].C1(C)C=CC(S(O)(=O)=O)=CC=1. (7) The reactants are: [NH2:1][C:2]1[S:3][C:4]([C:7]([NH:9][CH:10]2[CH2:12][CH2:11]2)=[O:8])=[CH:5][N:6]=1.[CH3:13][Si:14]([CH3:21])([CH3:20])N[Si:14]([CH3:21])([CH3:20])[CH3:13]. Given the product [CH:10]1([NH:9][C:7]([C:4]2[S:3][C:2]([NH:1][Si:14]([CH3:21])([CH3:20])[CH3:13])=[N:6][CH:5]=2)=[O:8])[CH2:11][CH2:12]1, predict the reactants needed to synthesize it. (8) Given the product [F:1][C:2]1[CH:3]=[CH:4][C:5]([N:8]2[C:12]([C:13]3[CH:23]=[CH:22][C:16]4[O:17][CH2:18][C:19](=[O:21])[NH:20][C:15]=4[CH:14]=3)=[CH:11][C:10]([C:24]([NH2:27])=[O:26])=[N:9]2)=[CH:6][CH:7]=1, predict the reactants needed to synthesize it. The reactants are: [F:1][C:2]1[CH:7]=[CH:6][C:5]([N:8]2[C:12]([C:13]3[CH:23]=[CH:22][C:16]4[O:17][CH2:18][C:19](=[O:21])[NH:20][C:15]=4[CH:14]=3)=[CH:11][C:10]([C:24]([OH:26])=O)=[N:9]2)=[CH:4][CH:3]=1.[NH3:27]. (9) The reactants are: Br[CH2:2][CH:3]1[CH2:8][CH2:7][CH2:6][N:5]([C:9]([O:11][C:12]([CH3:15])([CH3:14])[CH3:13])=[O:10])[CH2:4]1.[Br:16][C:17]1[CH:22]=[CH:21][C:20]([SH:23])=[CH:19][CH:18]=1.C(=O)([O-])[O-].[Cs+].[Cs+]. Given the product [Br:16][C:17]1[CH:22]=[CH:21][C:20]([S:23][CH2:2][CH:3]2[CH2:8][CH2:7][CH2:6][N:5]([C:9]([O:11][C:12]([CH3:15])([CH3:14])[CH3:13])=[O:10])[CH2:4]2)=[CH:19][CH:18]=1, predict the reactants needed to synthesize it. (10) Given the product [CH3:19][C:7]1[CH:8]=[C:3]([C:2]([F:17])([F:18])[F:1])[CH:4]=[CH:5][C:6]=1[NH:9][C:10](=[O:16])[O:11][C:12]([CH3:13])([CH3:14])[CH3:15], predict the reactants needed to synthesize it. The reactants are: [F:1][C:2]([F:18])([F:17])[C:3]1[CH:8]=[CH:7][C:6]([NH:9][C:10](=[O:16])[O:11][C:12]([CH3:15])([CH3:14])[CH3:13])=[CH:5][CH:4]=1.[C:19]([Li])(C)(C)C.IC.